This data is from CYP2D6 inhibition data for predicting drug metabolism from PubChem BioAssay. The task is: Regression/Classification. Given a drug SMILES string, predict its absorption, distribution, metabolism, or excretion properties. Task type varies by dataset: regression for continuous measurements (e.g., permeability, clearance, half-life) or binary classification for categorical outcomes (e.g., BBB penetration, CYP inhibition). Dataset: cyp2d6_veith. (1) The result is 0 (non-inhibitor). The molecule is COC(=O)c1nn(-c2cccc(C(F)(F)F)c2)c(=O)cc1Sc1ccccn1. (2) The compound is CC(=O)NCCNc1ncnc2ccc(-c3cccc(NS(C)(=O)=O)c3)cc12. The result is 0 (non-inhibitor).